This data is from Reaction yield outcomes from USPTO patents with 853,638 reactions. The task is: Predict the reaction yield, written as a fraction of the theoretical maximum amount of product (1.0 means a 100% yield; for example, 0.34 means a 34% yield). (1) The reactants are [Br:1][C:2]1[CH:15]=[CH:14][C:5]([O:6][CH2:7][C:8](N(OC)C)=[O:9])=[CH:4][CH:3]=1.[CH2:16]([Mg]Cl)[CH2:17][C:18]1[CH:23]=[CH:22][CH:21]=[CH:20][CH:19]=1.[Cl-].[NH4+]. The catalyst is O1CCCC1. The product is [Br:1][C:2]1[CH:3]=[CH:4][C:5]([O:6][CH2:7][C:8](=[O:9])[CH2:16][CH2:17][C:18]2[CH:23]=[CH:22][CH:21]=[CH:20][CH:19]=2)=[CH:14][CH:15]=1. The yield is 0.780. (2) The catalyst is CC(O)=O.[Fe]. The yield is 0.200. The reactants are [F:1][C:2]1[C:3]([N+:18]([O-])=O)=[C:4]([CH2:12][C:13](OCC)=[O:14])[CH:5]=[C:6]([O:8][CH:9]([CH3:11])[CH3:10])[CH:7]=1. The product is [F:1][C:2]1[CH:7]=[C:6]([O:8][CH:9]([CH3:11])[CH3:10])[CH:5]=[C:4]2[C:3]=1[NH:18][C:13](=[O:14])[CH2:12]2. (3) The reactants are C(O)C.[OH-].[Na+].[CH3:6][O:7][CH2:8][C:9]1[CH:14]=[CH:13][C:12]([C:15]2[CH:20]=[CH:19][C:18]([C:21]([O:23]CC)=[O:22])=[CH:17][CH:16]=2)=[CH:11][CH:10]=1.Cl. The catalyst is O.C1COCC1. The product is [CH3:6][O:7][CH2:8][C:9]1[CH:10]=[CH:11][C:12]([C:15]2[CH:20]=[CH:19][C:18]([C:21]([OH:23])=[O:22])=[CH:17][CH:16]=2)=[CH:13][CH:14]=1. The yield is 0.960. (4) The reactants are [OH:1][C:2]1[CH:3]=[C:4]([NH:9][C:10](=[O:19])[O:11][CH2:12][C:13]2[CH:18]=[CH:17][CH:16]=[CH:15][CH:14]=2)[CH:5]=[CH:6][C:7]=1[CH3:8].C(=O)([O-])[O-].[Cs+].[Cs+].Cl[C:27]1[CH:32]=[CH:31][C:30]([N+:33]([O-:35])=[O:34])=[CH:29][N:28]=1. The catalyst is CN(C)C=O.C(OCC)(=O)C. The product is [CH3:8][C:7]1[CH:6]=[CH:5][C:4]([NH:9][C:10](=[O:19])[O:11][CH2:12][C:13]2[CH:14]=[CH:15][CH:16]=[CH:17][CH:18]=2)=[CH:3][C:2]=1[O:1][C:27]1[CH:32]=[CH:31][C:30]([N+:33]([O-:35])=[O:34])=[CH:29][N:28]=1. The yield is 0.750. (5) The reactants are C([O:5][C@H:6]([C@H:8]1[CH2:12][O:11][C:10](=[O:13])[N:9]1[C:14]1[CH:19]=[CH:18][N:17]=[C:16]([NH:20][C@H:21]([C:23]2[S:27][C:26]([C:28]3[CH:33]=[CH:32][C:31]([Cl:34])=[CH:30][CH:29]=3)=[N:25][CH:24]=2)[CH3:22])[N:15]=1)[CH3:7])(C)(C)C.C(O)(C(F)(F)F)=O. The catalyst is C(Cl)Cl. The product is [Cl:34][C:31]1[CH:32]=[CH:33][C:28]([C:26]2[S:27][C:23]([C@@H:21]([NH:20][C:16]3[N:15]=[C:14]([N:9]4[C@@H:8]([C@@H:6]([OH:5])[CH3:7])[CH2:12][O:11][C:10]4=[O:13])[CH:19]=[CH:18][N:17]=3)[CH3:22])=[CH:24][N:25]=2)=[CH:29][CH:30]=1. The yield is 0.840. (6) The reactants are [Br:1][C:2]1[CH:3]=[C:4]([NH:8][CH2:9][C:10]2[CH:15]=[CH:14][CH:13]=[C:12]([O:16][C:17]([F:20])([F:19])[F:18])[CH:11]=2)[CH:5]=[CH:6][CH:7]=1.[F:21][C:22]([F:28])([F:27])S([O-])(=[O:41])=[O:41].[Yb+3].[F:21][C:22]([F:28])([F:27])S([O-])(=O)=O.[F:21][C:22]([F:28])([F:27])S([O-])(=O)=[O:41].[C:46](#N)[CH3:47]. No catalyst specified. The product is [Br:1][C:2]1[CH:3]=[C:4]([N:8]([CH2:9][C:10]2[CH:15]=[CH:14][CH:13]=[C:12]([O:16][C:17]([F:18])([F:19])[F:20])[CH:11]=2)[CH2:47][C@@H:46]([OH:41])[C:22]([F:28])([F:27])[F:21])[CH:5]=[CH:6][CH:7]=1. The yield is 0.900. (7) The reactants are [ClH:1].[CH3:2][O:3][C:4]1[CH:5]=[CH:6][CH:7]=[C:8]2[C:13]=1[CH:12]=[N+:11]([O-])[CH:10]=[CH:9]2. The catalyst is O=P(Cl)(Cl)Cl. The product is [Cl:1][C:12]1[C:13]2[C:8](=[CH:7][CH:6]=[CH:5][C:4]=2[O:3][CH3:2])[CH:9]=[CH:10][N:11]=1. The yield is 0.460. (8) The reactants are Br[C:2]1[CH:18]=[CH:17][C:5]2[N:6]=[C:7]([CH2:9][CH2:10][N:11]3[CH2:15][CH2:14][CH2:13][C@H:12]3[CH3:16])[S:8][C:4]=2[CH:3]=1.[N:19]1[CH:24]=[CH:23][CH:22]=[C:21](B(O)O)[CH:20]=1.C1(P(C2CCCCC2)C2C=CC=CC=2C2C=CC=CC=2)CCCCC1.C(=O)([O-])[O-].[Na+].[Na+]. The catalyst is CC(O)C.O.Cl[Pd](Cl)([P](C1C=CC=CC=1)(C1C=CC=CC=1)C1C=CC=CC=1)[P](C1C=CC=CC=1)(C1C=CC=CC=1)C1C=CC=CC=1. The product is [CH3:16][C@@H:12]1[CH2:13][CH2:14][CH2:15][N:11]1[CH2:10][CH2:9][C:7]1[S:8][C:4]2[CH:3]=[C:2]([C:21]3[CH:20]=[N:19][CH:24]=[CH:23][CH:22]=3)[CH:18]=[CH:17][C:5]=2[N:6]=1. The yield is 0.670. (9) The reactants are [CH3:1][N:2]1[C:6]([C:7]2[C:12]([F:13])=[CH:11][N:10]=[C:9]([NH2:14])[N:8]=2)=[CH:5][N:4]=[C:3]1[CH3:15].[N:16]1([C:20]([C:22]2[C:27]([Cl:28])=[CH:26][C:25](Cl)=[CH:24][N:23]=2)=[O:21])[CH2:19][CH2:18][CH2:17]1. No catalyst specified. The product is [N:16]1([C:20]([C:22]2[N:23]=[CH:24][C:25]([NH:14][C:9]3[N:8]=[C:7]([C:6]4[N:2]([CH3:1])[C:3]([CH3:15])=[N:4][CH:5]=4)[C:12]([F:13])=[CH:11][N:10]=3)=[CH:26][C:27]=2[Cl:28])=[O:21])[CH2:19][CH2:18][CH2:17]1. The yield is 0.270. (10) The reactants are [Br:1][C:2]1[CH:10]=[C:9]2[C:5]([CH:6]=[CH:7][NH:8]2)=[CH:4][CH:3]=1.[H-].[Na+].[CH3:13][O:14][C:15]1[CH:20]=[CH:19][C:18]([S:21](Cl)(=[O:23])=[O:22])=[CH:17][C:16]=1[N:25]1[CH2:30][CH2:29][N:28]([C:31](=[O:36])[C:32]([Cl:35])([Cl:34])[Cl:33])[CH2:27][CH2:26]1. The catalyst is C1COCC1. The product is [Cl:35][C:32]([Cl:33])([Cl:34])[C:31]([N:28]1[CH2:29][CH2:30][N:25]([C:16]2[CH:17]=[C:18]([S:21]([N:8]3[C:9]4[C:5](=[CH:4][CH:3]=[C:2]([Br:1])[CH:10]=4)[CH:6]=[CH:7]3)(=[O:22])=[O:23])[CH:19]=[CH:20][C:15]=2[O:14][CH3:13])[CH2:26][CH2:27]1)=[O:36]. The yield is 0.560.